This data is from Merck oncology drug combination screen with 23,052 pairs across 39 cell lines. The task is: Regression. Given two drug SMILES strings and cell line genomic features, predict the synergy score measuring deviation from expected non-interaction effect. (1) Drug 1: CCN(CC)CCNC(=O)c1c(C)[nH]c(C=C2C(=O)Nc3ccc(F)cc32)c1C. Drug 2: Cn1cc(-c2cnn3c(N)c(Br)c(C4CCCNC4)nc23)cn1. Cell line: NCIH1650. Synergy scores: synergy=1.52. (2) Drug 1: COc1cccc2c1C(=O)c1c(O)c3c(c(O)c1C2=O)CC(O)(C(=O)CO)CC3OC1CC(N)C(O)C(C)O1. Drug 2: COC1=C2CC(C)CC(OC)C(O)C(C)C=C(C)C(OC(N)=O)C(OC)C=CC=C(C)C(=O)NC(=CC1=O)C2=O. Cell line: LOVO. Synergy scores: synergy=-8.24. (3) Synergy scores: synergy=8.19. Cell line: OV90. Drug 1: O=C(O)C1(Cc2cccc(Nc3nccs3)n2)CCC(Oc2cccc(Cl)c2F)CC1. Drug 2: NC1(c2ccc(-c3nc4ccn5c(=O)[nH]nc5c4cc3-c3ccccc3)cc2)CCC1. (4) Drug 1: N#Cc1ccc(Cn2cncc2CN2CCN(c3cccc(Cl)c3)C(=O)C2)cc1. Drug 2: C#Cc1cccc(Nc2ncnc3cc(OCCOC)c(OCCOC)cc23)c1. Cell line: OCUBM. Synergy scores: synergy=27.1.